This data is from Forward reaction prediction with 1.9M reactions from USPTO patents (1976-2016). The task is: Predict the product of the given reaction. (1) Given the reactants [CH3:1][S:2]([O-:4])=[O:3].[Na+].[CH3:6][O:7][C:8](=[O:28])[C:9]1[CH:14]=[C:13]([O:15][CH2:16][O:17][CH3:18])[CH:12]=[C:11]([O:19][C:20]2[CH:25]=[CH:24][C:23](Br)=[C:22]([F:27])[CH:21]=2)[CH:10]=1.O.[Cl-].[Na+].O.N.C(OC(=O)C)C, predict the reaction product. The product is: [CH3:6][O:7][C:8](=[O:28])[C:9]1[CH:14]=[C:13]([O:15][CH2:16][O:17][CH3:18])[CH:12]=[C:11]([O:19][C:20]2[CH:25]=[CH:24][C:23]([S:2]([CH3:1])(=[O:4])=[O:3])=[C:22]([F:27])[CH:21]=2)[CH:10]=1. (2) Given the reactants [CH2:1]([NH2:8])[C:2]1[CH:7]=[CH:6][CH:5]=[CH:4][CH:3]=1.F[P-](F)(F)(F)(F)F.N1(O[P+](N2CCCC2)(N2CCCC2)N2CCCC2)C2C=CC=CC=2N=N1.[NH:42]1[C:46]2=[N:47][CH:48]=[C:49]([C:51](O)=[O:52])[CH:50]=[C:45]2[CH:44]=[N:43]1.CCN(C(C)C)C(C)C.C(=O)(O)[O-].[Na+], predict the reaction product. The product is: [CH2:1]([NH:8][C:51]([C:49]1[CH:50]=[C:45]2[CH:44]=[N:43][NH:42][C:46]2=[N:47][CH:48]=1)=[O:52])[C:2]1[CH:7]=[CH:6][CH:5]=[CH:4][CH:3]=1.